From a dataset of Reaction yield outcomes from USPTO patents with 853,638 reactions. Predict the reaction yield, written as a fraction of the theoretical maximum amount of product (1.0 means a 100% yield; for example, 0.34 means a 34% yield). The reactants are [CH3:1][N:2]1[CH:7]=[C:6](B2OC(C)(C)C(C)(C)O2)[CH:5]=[C:4]([NH:17][C:18]2[CH:23]=[C:22]([CH3:24])[N:21]=[CH:20][N:19]=2)[C:3]1=[O:25].Cl[C:27]1[CH:32]=[CH:31][N:30]=[C:29]([N:33]2[CH2:44][CH2:43][N:42]3[C:35](=[CH:36][C:37]4[CH2:38][C:39]([CH3:46])([CH3:45])[CH2:40][C:41]=43)[C:34]2=[O:47])[C:28]=1[CH:48]=[O:49].C([O-])(=O)C.[Na+].[O-]P([O-])([O-])=O.[K+].[K+].[K+]. The catalyst is C1C=CC(P(C2C=CC=CC=2)[C-]2C=CC=C2)=CC=1.C1C=CC(P(C2C=CC=CC=2)[C-]2C=CC=C2)=CC=1.Cl[Pd]Cl.[Fe+2].C(#N)C.O. The product is [CH3:45][C:39]1([CH3:46])[CH2:38][C:37]2[CH:36]=[C:35]3[N:42]([CH2:43][CH2:44][N:33]([C:29]4[C:28]([CH:48]=[O:49])=[C:27]([C:6]5[CH:5]=[C:4]([NH:17][C:18]6[CH:23]=[C:22]([CH3:24])[N:21]=[CH:20][N:19]=6)[C:3](=[O:25])[N:2]([CH3:1])[CH:7]=5)[CH:32]=[CH:31][N:30]=4)[C:34]3=[O:47])[C:41]=2[CH2:40]1. The yield is 0.470.